From a dataset of Full USPTO retrosynthesis dataset with 1.9M reactions from patents (1976-2016). Predict the reactants needed to synthesize the given product. (1) The reactants are: [CH2:1]1[C:9]2[C:4](=[CH:5][C:6]([C:10]3(O)[CH2:13][O:12][CH2:11]3)=[CH:7][CH:8]=2)[CH2:3][NH:2]1.C(N(S(F)(F)[F:21])CC)C. Given the product [F:21][C:10]1([C:6]2[CH:5]=[C:4]3[C:9](=[CH:8][CH:7]=2)[CH2:1][NH:2][CH2:3]3)[CH2:13][O:12][CH2:11]1, predict the reactants needed to synthesize it. (2) Given the product [Cl:18][C:4]1[N:3]=[C:2]([N:19]2[CH2:23][CH2:22][CH2:21][CH2:20]2)[N:7]=[C:6]([NH:8][C:9]2[CH:10]=[C:11]3[C:15](=[CH:16][CH:17]=2)[NH:14][N:13]=[CH:12]3)[CH:5]=1, predict the reactants needed to synthesize it. The reactants are: Cl[C:2]1[N:7]=[C:6]([NH:8][C:9]2[CH:10]=[C:11]3[C:15](=[CH:16][CH:17]=2)[NH:14][N:13]=[CH:12]3)[CH:5]=[C:4]([Cl:18])[N:3]=1.[NH:19]1[CH2:23][CH2:22][CH2:21][CH2:20]1.CCN(C(C)C)C(C)C. (3) Given the product [CH:10]1([NH:17][C:18]([N:1]2[C:9]3[C:4](=[CH:5][CH:6]=[CH:7][CH:8]=3)[CH2:3][CH2:2]2)=[O:19])[CH2:16][CH2:15][CH2:14][CH2:13][CH2:12][CH2:11]1, predict the reactants needed to synthesize it. The reactants are: [NH:1]1[C:9]2[C:4](=[CH:5][CH:6]=[CH:7][CH:8]=2)[CH2:3][CH2:2]1.[CH:10]1([N:17]=[C:18]=[O:19])[CH2:16][CH2:15][CH2:14][CH2:13][CH2:12][CH2:11]1.